From a dataset of Forward reaction prediction with 1.9M reactions from USPTO patents (1976-2016). Predict the product of the given reaction. (1) Given the reactants [NH2:1][C:2]1[CH:7]=[CH:6][C:5]([S:8][C:9]2[CH:17]=[CH:16][C:12]([C:13](O)=[O:14])=[CH:11][C:10]=2[NH:18][C:19]2[C:20]3[CH:28]=[CH:27][C:26]([CH:29]([CH3:31])[CH3:30])=[N:25][C:21]=3[N:22]=[CH:23][N:24]=2)=[CH:4][C:3]=1[F:32].F[P-](F)(F)(F)(F)F.N1(OC(N(C)C)=[N+](C)C)C2N=CC=CC=2N=N1.[NH2:57][C:58]([C:62]1[CH:67]=[CH:66][CH:65]=[CH:64][CH:63]=1)([CH3:61])[CH2:59][OH:60].C(N(CC)C(C)C)(C)C, predict the reaction product. The product is: [NH2:1][C:2]1[CH:7]=[CH:6][C:5]([S:8][C:9]2[CH:17]=[CH:16][C:12]([C:13]([NH:57][C:58]([C:62]3[CH:67]=[CH:66][CH:65]=[CH:64][CH:63]=3)([CH3:61])[CH2:59][OH:60])=[O:14])=[CH:11][C:10]=2[NH:18][C:19]2[C:20]3[CH:28]=[CH:27][C:26]([CH:29]([CH3:30])[CH3:31])=[N:25][C:21]=3[N:22]=[CH:23][N:24]=2)=[CH:4][C:3]=1[F:32]. (2) Given the reactants C(OC([N:8]1[CH2:12][CH2:11][C@@H:10]([C@@H:13]([OH:20])[CH:14]2[CH2:19][CH2:18][O:17][CH2:16][CH2:15]2)[CH2:9]1)=O)(C)(C)C.[H-].[Na+].[Cl:23][C:24]1[CH:29]=[CH:28][CH:27]=[C:26](F)[C:25]=1[Cl:31].CCO, predict the reaction product. The product is: [Cl:23][C:24]1[C:25]([Cl:31])=[CH:26][CH:27]=[CH:28][C:29]=1[O:20][C@@H:13]([CH:14]1[CH2:15][CH2:16][O:17][CH2:18][CH2:19]1)[C@@H:10]1[CH2:11][CH2:12][NH:8][CH2:9]1.